Dataset: Full USPTO retrosynthesis dataset with 1.9M reactions from patents (1976-2016). Task: Predict the reactants needed to synthesize the given product. Given the product [Cl:14][C:8]1[CH:7]=[C:6]2[C:11]([C:12](=[O:13])[C:3]([CH2:2][NH:1][C:35]([C:30]3[CH:31]=[CH:32][C:33](=[O:34])[N:28]([CH2:21][C:22]4[CH:27]=[CH:26][CH:25]=[CH:24][CH:23]=4)[CH:29]=3)=[O:36])=[CH:4][N:5]2[C:15]2[CH:16]=[CH:17][CH:18]=[CH:19][CH:20]=2)=[CH:10][CH:9]=1, predict the reactants needed to synthesize it. The reactants are: [NH2:1][CH2:2][C:3]1[C:12](=[O:13])[C:11]2[C:6](=[CH:7][C:8]([Cl:14])=[CH:9][CH:10]=2)[N:5]([C:15]2[CH:20]=[CH:19][CH:18]=[CH:17][CH:16]=2)[CH:4]=1.[CH2:21]([N:28]1[C:33](=[O:34])[CH:32]=[CH:31][C:30]([C:35](O)=[O:36])=[CH:29]1)[C:22]1[CH:27]=[CH:26][CH:25]=[CH:24][CH:23]=1.